The task is: Regression. Given a peptide amino acid sequence and an MHC pseudo amino acid sequence, predict their binding affinity value. This is MHC class I binding data.. This data is from Peptide-MHC class I binding affinity with 185,985 pairs from IEDB/IMGT. (1) The peptide sequence is RVTGGVFLVDK. The MHC is HLA-A31:01 with pseudo-sequence HLA-A31:01. The binding affinity (normalized) is 0.0641. (2) The peptide sequence is RRATAILRK. The MHC is HLA-A11:01 with pseudo-sequence HLA-A11:01. The binding affinity (normalized) is 0.0847. (3) The peptide sequence is EKEGKISKI. The MHC is HLA-A02:02 with pseudo-sequence HLA-A02:02. The binding affinity (normalized) is 0. (4) The peptide sequence is QPFPQPQLPY. The MHC is HLA-B07:02 with pseudo-sequence HLA-B07:02. The binding affinity (normalized) is 0.416. (5) The MHC is HLA-A31:01 with pseudo-sequence HLA-A31:01. The peptide sequence is VVKWKRDEH. The binding affinity (normalized) is 0.0334. (6) The peptide sequence is YTIYGAWMF. The MHC is HLA-A29:02 with pseudo-sequence HLA-A29:02. The binding affinity (normalized) is 1.00.